Dataset: Retrosynthesis with 50K atom-mapped reactions and 10 reaction types from USPTO. Task: Predict the reactants needed to synthesize the given product. (1) The reactants are: CC1=C(c2ccc(C(=O)N3Cc4cccn4Cc4ccccc43)cc2C)CCC[C@H]1O.CI. Given the product CO[C@@H]1CCCC(c2ccc(C(=O)N3Cc4cccn4Cc4ccccc43)cc2C)=C1C, predict the reactants needed to synthesize it. (2) Given the product COc1ccccc1C1(NC2(C(=O)N(C)C)CCCCC2)C(=O)Nc2ccc(Cl)cc21, predict the reactants needed to synthesize it. The reactants are: CN(C)C(=O)C1(N)CCCCC1.COc1ccccc1C1(Cl)C(=O)Nc2ccc(Cl)cc21. (3) Given the product COC(=O)C1=C(C)NC(C)=C(C(=O)OC)N1c1cccc(NC(=S)NCCCN2CCC(C(C)(C)C)CC2)c1, predict the reactants needed to synthesize it. The reactants are: CC(C)(C)C1CCN(CCCN)CC1.COC(=O)C1=C(C)NC(C)=C(C(=O)OC)N1c1cccc(N=C=S)c1. (4) Given the product COC(Cn1nnc2c(N3CCOCC3)nc(-c3ccc(NC(=O)Nc4ccc(F)cc4)cc3)nc21)OC, predict the reactants needed to synthesize it. The reactants are: COC(Cn1nnc2c(N3CCOCC3)nc(-c3ccc(N)cc3)nc21)OC.O=C=Nc1ccc(F)cc1.